This data is from Forward reaction prediction with 1.9M reactions from USPTO patents (1976-2016). The task is: Predict the product of the given reaction. Given the reactants [C:1](OC(=O)C)(=[O:3])[CH3:2].N1C=CC=CC=1.[SH:14][C:15]1[CH:23]=[CH:22][C:18]([C:19]([OH:21])=[O:20])=[CH:17][CH:16]=1, predict the reaction product. The product is: [C:1]([S:14][C:15]1[CH:23]=[CH:22][C:18]([C:19]([OH:21])=[O:20])=[CH:17][CH:16]=1)(=[O:3])[CH3:2].